Predict the reactants needed to synthesize the given product. From a dataset of Full USPTO retrosynthesis dataset with 1.9M reactions from patents (1976-2016). Given the product [F:21][C:17]1[CH:16]=[C:15]2[C:20](=[CH:19][CH:18]=1)[N:12]([C:10]([C:4]1[N:5]=[CH:6][C:7]([C:8]#[N:9])=[C:2]([N:38]3[CH2:37][CH2:36][CH:35]([N:31]4[CH2:30][CH2:29][C:28]5[CH:41]=[C:24]([O:23][CH3:22])[CH:25]=[CH:26][C:27]=5[NH:33][C:32]4=[O:34])[CH2:40][CH2:39]3)[CH:3]=1)=[O:11])[CH2:13][CH2:14]2, predict the reactants needed to synthesize it. The reactants are: Cl[C:2]1[C:7]([C:8]#[N:9])=[CH:6][N:5]=[C:4]([C:10]([N:12]2[C:20]3[C:15](=[CH:16][C:17]([F:21])=[CH:18][CH:19]=3)[CH2:14][CH2:13]2)=[O:11])[CH:3]=1.[CH3:22][O:23][C:24]1[CH:25]=[CH:26][C:27]2[NH:33][C:32](=[O:34])[N:31]([CH:35]3[CH2:40][CH2:39][NH:38][CH2:37][CH2:36]3)[CH2:30][CH2:29][C:28]=2[CH:41]=1.C(=O)([O-])[O-].[K+].[K+].